The task is: Regression. Given a peptide amino acid sequence and an MHC pseudo amino acid sequence, predict their binding affinity value. This is MHC class II binding data.. This data is from Peptide-MHC class II binding affinity with 134,281 pairs from IEDB. The peptide sequence is AVPWYAVAFNAIVAA. The MHC is DRB1_1501 with pseudo-sequence DRB1_1501. The binding affinity (normalized) is 0.760.